Predict the reaction yield, written as a fraction of the theoretical maximum amount of product (1.0 means a 100% yield; for example, 0.34 means a 34% yield). From a dataset of Reaction yield outcomes from USPTO patents with 853,638 reactions. (1) The reactants are [C:1](Cl)(=[O:3])[CH3:2].[Cl:5][C:6]1[CH:7]=[CH:8][C:9]2[N:15]([CH2:16][C:17]([CH3:21])([CH3:20])[CH2:18][OH:19])[C:14](=[O:22])[C@@H:13]([CH2:23][C:24]([NH:26][C:27]3[CH:28]=[CH:29][C:30]([CH3:38])=[C:31]([CH2:33][CH2:34][C:35]([OH:37])=[O:36])[CH:32]=3)=[O:25])[O:12][C@H:11]([C:39]3[CH:44]=[CH:43][CH:42]=[C:41]([O:45][CH3:46])[C:40]=3[O:47][CH3:48])[C:10]=2[CH:49]=1.N1C=CC=CC=1.C(OCC)(=O)C. The catalyst is O. The product is [C:1]([O:19][CH2:18][C:17]([CH3:21])([CH3:20])[CH2:16][N:15]1[C:9]2[CH:8]=[CH:7][C:6]([Cl:5])=[CH:49][C:10]=2[C@@H:11]([C:39]2[CH:44]=[CH:43][CH:42]=[C:41]([O:45][CH3:46])[C:40]=2[O:47][CH3:48])[O:12][C@H:13]([CH2:23][C:24]([NH:26][C:27]2[CH:28]=[CH:29][C:30]([CH3:38])=[C:31]([CH2:33][CH2:34][C:35]([OH:37])=[O:36])[CH:32]=2)=[O:25])[C:14]1=[O:22])(=[O:3])[CH3:2]. The yield is 1.00. (2) The reactants are [NH2:1][C:2]1[CH:12]=[CH:11][C:5]([C:6]([N:8]([CH3:10])[CH3:9])=[O:7])=[CH:4][CH:3]=1.Cl[C:14]([O:16][CH2:17][C:18]([Cl:21])([Cl:20])[Cl:19])=[O:15]. The catalyst is C(Cl)Cl. The product is [CH3:9][N:8]([CH3:10])[C:6]([C:5]1[CH:11]=[CH:12][C:2]([NH:1][C:14](=[O:15])[O:16][CH2:17][C:18]([Cl:21])([Cl:20])[Cl:19])=[CH:3][CH:4]=1)=[O:7]. The yield is 0.730.